This data is from Forward reaction prediction with 1.9M reactions from USPTO patents (1976-2016). The task is: Predict the product of the given reaction. (1) Given the reactants [CH3:1][O:2][C:3](=[O:20])[C:4]1[CH:9]=[C:8]([CH2:10][OH:11])[CH:7]=[C:6]([O:12][CH2:13][C:14]2[CH:19]=[CH:18][CH:17]=[CH:16][CH:15]=2)[CH:5]=1.C(N(CC)CC)C.[CH3:28][S:29](Cl)(=[O:31])=[O:30], predict the reaction product. The product is: [CH3:1][O:2][C:3](=[O:20])[C:4]1[CH:9]=[C:8]([CH2:10][O:11][S:29]([CH3:28])(=[O:31])=[O:30])[CH:7]=[C:6]([O:12][CH2:13][C:14]2[CH:19]=[CH:18][CH:17]=[CH:16][CH:15]=2)[CH:5]=1. (2) Given the reactants [CH2:1]([O:3][C:4]1[C:9]2[C:10]([NH2:13])=[N:11][O:12][C:8]=2[CH:7]=[CH:6][CH:5]=1)[CH3:2], predict the reaction product. The product is: [CH2:1]([O:3][C:4]1[CH:5]=[CH:6][CH:7]=[C:8]([OH:12])[C:9]=1[C:10](=[NH:11])[NH2:13])[CH3:2]. (3) Given the reactants Br[C:2]1[N:6]([CH:7]([CH3:9])[CH3:8])[C:5]2[CH:10]([C:23]3[CH:28]=[CH:27][C:26]([Cl:29])=[CH:25][CH:24]=3)[N:11]([C:14]3[CH:19]=[C:18]([CH3:20])[C:17](=[O:21])[N:16]([CH3:22])[CH:15]=3)[C:12](=[O:13])[C:4]=2[N:3]=1.C([Sn](CCCC)(CCCC)[C:35]1[S:36][CH:37]=[CH:38][N:39]=1)CCC, predict the reaction product. The product is: [Cl:29][C:26]1[CH:27]=[CH:28][C:23]([CH:10]2[C:5]3[N:6]([CH:7]([CH3:9])[CH3:8])[C:2]([C:35]4[S:36][CH:37]=[CH:38][N:39]=4)=[N:3][C:4]=3[C:12](=[O:13])[N:11]2[C:14]2[CH:19]=[C:18]([CH3:20])[C:17](=[O:21])[N:16]([CH3:22])[CH:15]=2)=[CH:24][CH:25]=1. (4) Given the reactants [CH:1]([C:3]1[CH:8]=[CH:7][C:6](/[CH:9]=[CH:10]/[C:11]([O:13][CH3:14])=[O:12])=[CH:5][CH:4]=1)=O.[NH:15]1[C:23]2[C:18](=[CH:19][CH:20]=[CH:21][CH:22]=2)[C:17]([CH2:24][C@H:25]([NH2:27])[CH3:26])=[CH:16]1, predict the reaction product. The product is: [CH3:26][C@H:25]1[NH:27][C@@H:1]([C:3]2[CH:8]=[CH:7][C:6](/[CH:9]=[CH:10]/[C:11]([O:13][CH3:14])=[O:12])=[CH:5][CH:4]=2)[C:16]2[NH:15][C:23]3[C:18]([C:17]=2[CH2:24]1)=[CH:19][CH:20]=[CH:21][CH:22]=3.